From a dataset of Catalyst prediction with 721,799 reactions and 888 catalyst types from USPTO. Predict which catalyst facilitates the given reaction. (1) Reactant: [CH3:1][S:2]([C:5]1[CH:12]=[CH:11][C:8]([CH:9]=O)=[CH:7][CH:6]=1)(=[O:4])=[O:3].[Br-].[CH3:14][O:15][C:16]1[CH:17]=[C:18]([CH:39]=[CH:40][C:41]=1[O:42][CH3:43])[CH2:19][P+](C1C=CC=CC=1)(C1C=CC=CC=1)C1C=CC=CC=1.[O-]CC.[Li+]. Product: [CH3:14][O:15][C:16]1[CH:17]=[C:18]([CH:19]=[CH:9][C:8]2[CH:11]=[CH:12][C:5]([S:2]([CH3:1])(=[O:4])=[O:3])=[CH:6][CH:7]=2)[CH:39]=[CH:40][C:41]=1[O:42][CH3:43]. The catalyst class is: 8. (2) Reactant: O=[C:2]1[CH2:7][CH2:6][N:5]([C:8]([O:10][C:11]([CH3:14])([CH3:13])[CH3:12])=[O:9])[CH:4]([C:15]2[CH:20]=[CH:19][CH:18]=[CH:17][CH:16]=2)[CH2:3]1.[CH3:21][C:22]([S:25]([NH2:27])=[O:26])([CH3:24])[CH3:23].C1(C)C=CC=CC=1.C([O-])(O)=O.[Na+]. Product: [C:22]([S:25]([N:27]=[C:2]1[CH2:7][CH2:6][N:5]([C:8]([O:10][C:11]([CH3:14])([CH3:13])[CH3:12])=[O:9])[CH:4]([C:15]2[CH:20]=[CH:19][CH:18]=[CH:17][CH:16]=2)[CH2:3]1)=[O:26])([CH3:24])([CH3:23])[CH3:21]. The catalyst class is: 2. (3) Reactant: F[C:2]1[C:7]([F:8])=[CH:6][CH:5]=[C:4]([F:9])[N:3]=1.[CH2:10]([OH:17])[C:11]1[CH:16]=[CH:15][CH:14]=[CH:13][CH:12]=1.C(=O)([O-])[O-].[K+].[K+]. Product: [CH2:10]([O:17][C:2]1[C:7]([F:8])=[CH:6][CH:5]=[C:4]([F:9])[N:3]=1)[C:11]1[CH:16]=[CH:15][CH:14]=[CH:13][CH:12]=1. The catalyst class is: 37. (4) Reactant: [Br:1][C:2]1[CH:3]=[CH:4][C:5]([OH:11])=[C:6]([C:8](=[O:10])[CH3:9])[CH:7]=1.C(=O)([O-])[O-].[K+].[K+].[Br:18][CH2:19][CH2:20]Br. Product: [Br:1][C:2]1[CH:3]=[CH:4][C:5]([O:11][CH2:20][CH2:19][Br:18])=[C:6]([C:8](=[O:10])[CH3:9])[CH:7]=1. The catalyst class is: 131. (5) Reactant: [NH2:1][CH2:2][C:3]([N:5]([C:7]1[CH:12]=[CH:11][C:10]([Cl:13])=[C:9]([CH2:14][O:15][C:16]2[C:24]3[N:23]=[C:22]([O:25][CH3:26])[N:21]([CH2:27][C:28]4[CH:33]=[CH:32][CH:31]=[CH:30][N:29]=4)[C:20]=3[CH:19]=[CH:18][CH:17]=2)[C:8]=1[Cl:34])[CH3:6])=[O:4].CN(C(ON1N=NC2C=CC=CC1=2)=[N+](C)C)C.F[P-](F)(F)(F)(F)F.[CH3:59][NH:60][C:61]([CH:63]1[CH2:68][CH2:67][CH2:66][N:65]([CH2:69][C:70](O)=[O:71])[CH2:64]1)=[O:62].C(N(C(C)C)CC)(C)C. Product: [Cl:34][C:8]1[C:9]([CH2:14][O:15][C:16]2[C:24]3[N:23]=[C:22]([O:25][CH3:26])[N:21]([CH2:27][C:28]4[CH:33]=[CH:32][CH:31]=[CH:30][N:29]=4)[C:20]=3[CH:19]=[CH:18][CH:17]=2)=[C:10]([Cl:13])[CH:11]=[CH:12][C:7]=1[N:5]([CH3:6])[C:3](=[O:4])[CH2:2][NH:1][C:70](=[O:71])[CH2:69][N:65]1[CH2:66][CH2:67][CH2:68][CH:63]([C:61]([NH:60][CH3:59])=[O:62])[CH2:64]1. The catalyst class is: 39. (6) Reactant: [SH:1][C:2]1[NH:3][C:4]2[CH:10]=[C:9]([NH:11][C:12](=[O:16])[C:13]([OH:15])=O)[CH:8]=[CH:7][C:5]=2[N:6]=1.[C:17]1([CH3:30])[CH:22]=[CH:21][C:20]([O:23][CH:24]2[CH2:29][CH2:28][NH:27][CH2:26][CH2:25]2)=[CH:19][CH:18]=1. Product: [SH:1][C:2]1[NH:3][C:4]2[CH:10]=[C:9]([NH:11][C:12](=[O:16])[C:13]([N:27]3[CH2:28][CH2:29][CH:24]([O:23][C:20]4[CH:21]=[CH:22][C:17]([CH3:30])=[CH:18][CH:19]=4)[CH2:25][CH2:26]3)=[O:15])[CH:8]=[CH:7][C:5]=2[N:6]=1. The catalyst class is: 27. (7) Reactant: [N+:1]([C:4]1[CH:9]=[CH:8][C:7]([NH2:10])=[C:6]([NH2:11])[CH:5]=1)([O-:3])=[O:2].[C:12](O)(=O)[C:13]1[CH:18]=[CH:17][CH:16]=[CH:15][CH:14]=1.[K+].[Br-]. Product: [C:13]1([C:12]2[NH:11][C:6]3[CH:5]=[C:4]([N+:1]([O-:3])=[O:2])[CH:9]=[CH:8][C:7]=3[N:10]=2)[CH:18]=[CH:17][CH:16]=[CH:15][CH:14]=1. The catalyst class is: 147.